Dataset: Full USPTO retrosynthesis dataset with 1.9M reactions from patents (1976-2016). Task: Predict the reactants needed to synthesize the given product. (1) Given the product [CH2:31]([N:3]([CH2:1][CH3:2])[C:4]1[CH:5]=[CH:6][C:7]([NH:10][C:11]([C:13]2([NH2:23])[CH2:22][CH2:21][C:20]3[C:15](=[CH:16][CH:17]=[CH:18][CH:19]=3)[CH2:14]2)=[O:12])=[CH:8][CH:9]=1)[CH3:32], predict the reactants needed to synthesize it. The reactants are: [CH2:1]([N:3]([CH2:31][CH3:32])[C:4]1[CH:9]=[CH:8][C:7]([NH:10][C:11]([C:13]2([NH:23]C(=O)OC(C)(C)C)[CH2:22][CH2:21][C:20]3[C:15](=[CH:16][CH:17]=[CH:18][CH:19]=3)[CH2:14]2)=[O:12])=[CH:6][CH:5]=1)[CH3:2]. (2) The reactants are: [C:1]([C:3]1[CH:15]=[C:14]2[C:6]([C:7]3[C:8](=[O:27])[C:9]4[CH:21]=[CH:20][C:19]([O:22][CH2:23][C:24]([OH:26])=O)=[CH:18][C:10]=4[C:11]([CH3:17])([CH3:16])[C:12]=3[NH:13]2)=[CH:5][CH:4]=1)#[N:2].[C:28]([O:32][C:33]([N:35]1[CH2:40][CH2:39][NH:38][CH2:37][CH2:36]1)=[O:34])([CH3:31])([CH3:30])[CH3:29].C1C=CC2N(O)N=NC=2C=1.C(Cl)CCl. Given the product [C:28]([O:32][C:33]([N:35]1[CH2:40][CH2:39][N:38]([C:24](=[O:26])[CH2:23][O:22][C:19]2[CH:20]=[CH:21][C:9]3[C:8](=[O:27])[C:7]4[C:6]5[C:14](=[CH:15][C:3]([C:1]#[N:2])=[CH:4][CH:5]=5)[NH:13][C:12]=4[C:11]([CH3:16])([CH3:17])[C:10]=3[CH:18]=2)[CH2:37][CH2:36]1)=[O:34])([CH3:31])([CH3:29])[CH3:30], predict the reactants needed to synthesize it.